Dataset: Full USPTO retrosynthesis dataset with 1.9M reactions from patents (1976-2016). Task: Predict the reactants needed to synthesize the given product. (1) Given the product [Br:1][C:2]1[CH:3]=[C:4]([C:5]([C:7]2[C:8]([C:14]#[N:15])=[N:9][CH:10]=[C:11]([CH3:13])[CH:12]=2)=[N:25][S:23]([C:20]([CH3:22])([CH3:21])[CH3:19])=[O:24])[CH:16]=[CH:17][CH:18]=1, predict the reactants needed to synthesize it. The reactants are: [Br:1][C:2]1[CH:3]=[C:4]([CH:16]=[CH:17][CH:18]=1)[C:5]([C:7]1[C:8]([C:14]#[N:15])=[N:9][CH:10]=[C:11]([CH3:13])[CH:12]=1)=O.[CH3:19][C:20]([S:23]([NH2:25])=[O:24])([CH3:22])[CH3:21]. (2) Given the product [Cl:1][C:2]1[CH:10]=[CH:9][C:8]([S:11]([CH2:14][CH:21]2[CH2:17][CH2:16]2)(=[O:13])=[O:12])=[CH:7][C:3]=1[C:4]([OH:6])=[O:5], predict the reactants needed to synthesize it. The reactants are: [Cl:1][C:2]1[CH:10]=[CH:9][C:8]([S:11]([CH3:14])(=[O:13])=[O:12])=[CH:7][C:3]=1[C:4]([OH:6])=[O:5].Cl[C:16]1C=CC(S(O)=O)=[CH:21][C:17]=1C(O)=O.BrCC1CC1. (3) Given the product [F:33][C:2]([F:1])([F:32])[C:3]1[CH:4]=[C:5]([C@H:13]([O:15][C@H:16]2[CH2:24][CH2:23][C@@H:22]3[C@@H:18]([CH2:19][N:20]([CH3:36])[CH2:21]3)[C@@H:17]2[C:25]2[CH:26]=[CH:27][C:28]([F:31])=[CH:29][CH:30]=2)[CH3:14])[CH:6]=[C:7]([C:9]([F:12])([F:10])[F:11])[CH:8]=1, predict the reactants needed to synthesize it. The reactants are: [F:1][C:2]([F:33])([F:32])[C:3]1[CH:4]=[C:5]([C@H:13]([O:15][C@H:16]2[CH2:24][CH2:23][C@@H:22]3[C@@H:18]([CH2:19][NH:20][CH2:21]3)[C@@H:17]2[C:25]2[CH:30]=[CH:29][C:28]([F:31])=[CH:27][CH:26]=2)[CH3:14])[CH:6]=[C:7]([C:9]([F:12])([F:11])[F:10])[CH:8]=1.C=O.[C:36]([O-])(=O)C.[Na+].[BH4-].[Na+]. (4) Given the product [P:1]([OH:3])([OH:8])([O:13][CH2:14][C@H:15]1[CH2:19][CH2:18][CH2:17][N:16]1[CH2:20][CH2:21][CH2:22][O:23][C:24]1[CH:33]=[C:32]2[C:27]([C:28]([NH:34][C:35]3[S:36][C:37]([CH2:40][C:41]([NH:43][C:44]4[CH:49]=[CH:48][CH:47]=[CH:46][C:45]=4[F:50])=[O:42])=[CH:38][N:39]=3)=[N:29][CH:30]=[N:31]2)=[CH:26][C:25]=1[O:51][CH3:52])=[O:2], predict the reactants needed to synthesize it. The reactants are: [P:1]([O:13][CH2:14][C@H:15]1[CH2:19][CH2:18][CH2:17][N:16]1[CH2:20][CH2:21][CH2:22][O:23][C:24]1[CH:33]=[C:32]2[C:27]([C:28]([NH:34][C:35]3[S:36][C:37]([CH2:40][C:41]([NH:43][C:44]4[CH:49]=[CH:48][CH:47]=[CH:46][C:45]=4[F:50])=[O:42])=[CH:38][N:39]=3)=[N:29][CH:30]=[N:31]2)=[CH:26][C:25]=1[O:51][CH3:52])([O:8]C(C)(C)C)([O:3]C(C)(C)C)=[O:2].Cl.C1(N)C(F)=C(F)C(F)=C(N)C=1F.Cl.Cl. (5) Given the product [Cl:37][C:13]1[C:12]2[N:8]([CH2:7][C:6]3[CH:28]=[CH:29][C:3]([O:2][CH3:1])=[CH:4][CH:5]=3)[N:9]=[CH:10][C:11]=2[C:20]2[CH:19]=[C:18]([C:21]3[CH:22]=[N:23][CH:24]=[CH:25][CH:26]=3)[CH:17]=[CH:16][C:15]=2[N:14]=1, predict the reactants needed to synthesize it. The reactants are: [CH3:1][O:2][C:3]1[CH:29]=[CH:28][C:6]([CH2:7][N:8]2[C:12]3[C:13](=O)[NH:14][C:15]4[CH:16]=[CH:17][C:18]([C:21]5[CH:22]=[N:23][CH:24]=[CH:25][CH:26]=5)=[CH:19][C:20]=4[C:11]=3[CH:10]=[N:9]2)=[CH:5][CH:4]=1.C([O-])(O)=O.[Na+].O=P(Cl)(Cl)[Cl:37]. (6) Given the product [Cl:1][C:2]1[CH:7]=[CH:6][C:5]([O:8][C:9]2[C:14]([F:15])=[CH:13][C:12]([CH2:16][CH2:17][O:18][C:19]3[N:20]([CH3:38])[CH:21]=[C:22]([CH2:26][C:27]4[CH:32]=[N:31][CH:30]=[N:29][CH:28]=4)[C:23](=[O:25])[N:24]=3)=[CH:11][C:10]=2[F:33])=[CH:4][C:3]=1[C:34]([F:35])([F:36])[F:37], predict the reactants needed to synthesize it. The reactants are: [Cl:1][C:2]1[CH:7]=[CH:6][C:5]([O:8][C:9]2[C:14]([F:15])=[CH:13][C:12]([CH2:16][CH2:17][O:18][C:19]3[NH:20][CH:21]=[C:22]([CH2:26][C:27]4[CH:28]=[N:29][CH:30]=[N:31][CH:32]=4)[C:23](=[O:25])[N:24]=3)=[CH:11][C:10]=2[F:33])=[CH:4][C:3]=1[C:34]([F:37])([F:36])[F:35].[CH3:38]CN(C(C)C)C(C)C.CI. (7) Given the product [CH3:1][C:2]1([CH3:10])[CH2:7][O:6][CH:5]([CH2:8][O:9][C:14]2[CH:19]=[CH:18][N+:17]([O-:20])=[C:16]([CH3:21])[C:15]=2[CH3:22])[O:4][CH2:3]1, predict the reactants needed to synthesize it. The reactants are: [CH3:1][C:2]1([CH3:10])[CH2:7][O:6][CH:5]([CH2:8][OH:9])[O:4][CH2:3]1.[H-].[Na+].Cl[C:14]1[CH:19]=[CH:18][N+:17]([O-:20])=[C:16]([CH3:21])[C:15]=1[CH3:22]. (8) The reactants are: [Br:1][C:2]1[CH:7]=[CH:6][C:5]([C:8]([CH3:10])=[CH2:9])=[CH:4][CH:3]=1.[Br-].C1([PH+](C2C=CC=CC=2)C2C=CC=CC=2)C=CC=CC=1.[Li]CCCC.BrC1C=CC(C(=O)C)=C([Cl:46])C=1. Given the product [Br:1][C:2]1[CH:7]=[CH:6][C:5]([C:8]([CH3:10])=[CH2:9])=[C:4]([Cl:46])[CH:3]=1, predict the reactants needed to synthesize it.